Dataset: Cav3 T-type calcium channel HTS with 100,875 compounds. Task: Binary Classification. Given a drug SMILES string, predict its activity (active/inactive) in a high-throughput screening assay against a specified biological target. The molecule is Oc1c2c3n(CCCc3ccc2)c(=O)c1c1c(cc(cc1C)C)C. The result is 0 (inactive).